From a dataset of Forward reaction prediction with 1.9M reactions from USPTO patents (1976-2016). Predict the product of the given reaction. (1) The product is: [Cl:1][C:2]1[CH:10]=[C:9]2[C:5]([C@@:6]3([C@@H:15]([C:16]4[CH:21]=[CH:20][CH:19]=[C:18]([Cl:22])[C:17]=4[F:23])[C@H:14]([C:24]([NH:35][C@H:36]4[CH2:37][CH2:38][C@H:39]([C:42](=[O:43])[N:44]([CH3:45])[CH3:46])[CH2:40][CH2:41]4)=[O:25])[NH:13][C:12]43[CH2:27][C:28]([CH2:30][F:31])([CH2:32][F:33])[CH2:29]4)[C:7](=[O:11])[NH:8]2)=[CH:4][CH:3]=1. Given the reactants [Cl:1][C:2]1[CH:10]=[C:9]2[C:5]([C@@:6]3([C@@H:15]([C:16]4[CH:21]=[CH:20][CH:19]=[C:18]([Cl:22])[C:17]=4[F:23])[C@H:14]([C:24](O)=[O:25])[NH:13][C:12]43[CH2:29][C:28]([CH2:32][F:33])([CH2:30][F:31])[CH2:27]4)[C:7](=[O:11])[NH:8]2)=[CH:4][CH:3]=1.Cl.[NH2:35][C@H:36]1[CH2:41][CH2:40][C@H:39]([C:42]([N:44]([CH3:46])[CH3:45])=[O:43])[CH2:38][CH2:37]1, predict the reaction product. (2) Given the reactants [NH2:1][CH:2]([C:4]1[CH:5]=[C:6]([N:10]2[CH2:15][CH2:14][O:13][C@H:12]([CH2:16][OH:17])[CH2:11]2)[CH:7]=[CH:8][CH:9]=1)[CH3:3].[C:18](O)(=[O:27])[CH:19]=[CH:20][C:21]1[CH:26]=[CH:25][CH:24]=[CH:23][CH:22]=1.C(Cl)CCl.C(N(CC)CC)C, predict the reaction product. The product is: [OH:17][CH2:16][CH:12]1[O:13][CH2:14][CH2:15][N:10]([C:6]2[CH:5]=[C:4]([C@@H:2]([NH:1][C:18](=[O:27])[CH:19]=[CH:20][C:21]3[CH:26]=[CH:25][CH:24]=[CH:23][CH:22]=3)[CH3:3])[CH:9]=[CH:8][CH:7]=2)[CH2:11]1. (3) Given the reactants [CH3:1][N:2]([CH3:21])[C:3]1[CH:8]=[CH:7][C:6]([C:9]2[NH:10][C:11]3[CH:17]=[C:16]([C:18]([O-:20])=O)[CH:15]=[CH:14][C:12]=3[N:13]=2)=[CH:5][CH:4]=1.[NH2:22][C:23]1[CH:40]=[CH:39][C:26]2[N:27]=[C:28]([NH:30][C:31]3[CH:36]=[CH:35][CH:34]=[C:33]([O:37][CH3:38])[CH:32]=3)[NH:29][C:25]=2[CH:24]=1, predict the reaction product. The product is: [CH3:38][O:37][C:33]1[CH:32]=[C:31]([NH:30][C:28]2[NH:27][C:26]3[CH:39]=[CH:40][C:23]([NH:22][C:18]([C:16]4[CH:15]=[CH:14][C:12]5[NH:13][C:9]([C:6]6[CH:5]=[CH:4][C:3]([N:2]([CH3:21])[CH3:1])=[CH:8][CH:7]=6)=[N:10][C:11]=5[CH:17]=4)=[O:20])=[CH:24][C:25]=3[N:29]=2)[CH:36]=[CH:35][CH:34]=1. (4) Given the reactants [C:1]12[CH:24]=[C:22]3[N:23]=[C:19]([CH:20]=[CH:21]3)[CH:18]=[C:16]3[NH:17][C:13]([CH:14]=[CH:15]3)=[CH:12][C:10]3=[N:11][C:7]([CH:8]=[CH:9]3)=[CH:6][C:4]([NH:5]1)=[CH:3][CH:2]=2.C1C(=O)N(Cl)C(=O)C1, predict the reaction product. The product is: [C:1]12[CH:24]=[C:22]3[N:23]=[C:19]([CH:20]=[CH:21]3)[CH:18]=[C:16]3[NH:17][C:13]([CH:14]=[CH:15]3)=[CH:12][C:10]3=[N:11][C:7]([CH:8]=[CH:9]3)=[CH:6][C:4]([NH:5]1)=[CH:3][CH:2]=2.